This data is from Catalyst prediction with 721,799 reactions and 888 catalyst types from USPTO. The task is: Predict which catalyst facilitates the given reaction. (1) Reactant: [C:12]([O:11][C:9](O[C:9]([O:11][C:12]([CH3:15])([CH3:14])[CH3:13])=[O:10])=[O:10])([CH3:15])([CH3:14])[CH3:13].[Si:16]([O:23][C:24]1[CH:25]=[C:26]2[C:30](=[CH:31][CH:32]=1)[NH:29][CH:28]=[CH:27]2)([C:19]([CH3:22])([CH3:21])[CH3:20])([CH3:18])[CH3:17]. Product: [Si:16]([O:23][C:24]1[CH:25]=[C:26]2[C:30](=[CH:31][CH:32]=1)[N:29]([C:9]([O:11][C:12]([CH3:13])([CH3:14])[CH3:15])=[O:10])[CH:28]=[CH:27]2)([C:19]([CH3:22])([CH3:21])[CH3:20])([CH3:18])[CH3:17]. The catalyst class is: 616. (2) Reactant: [C:1]1([C:7]2[N:8]=[C:9]([NH:17][C:18]3[CH:23]=[CH:22][C:21]([CH2:24][C@H:25]([NH:30][C:31]4[C:34](=[O:35])[C:33](=[O:36])[C:32]=4OC(C)C)[C:26]([O:28]C)=[O:27])=[CH:20][CH:19]=3)[C:10]3[C:15]([CH:16]=2)=[CH:14][CH:13]=[CH:12][CH:11]=3)[CH:6]=[CH:5][CH:4]=[CH:3][CH:2]=1.[NH:41]1[CH2:46][CH2:45][O:44][CH2:43][CH2:42]1.C(O)(=O)C. Product: [C:1]1([C:7]2[N:8]=[C:9]([NH:17][C:18]3[CH:23]=[CH:22][C:21]([CH2:24][C@H:25]([NH:30][C:31]4[C:34](=[O:35])[C:33](=[O:36])[C:32]=4[N:41]4[CH2:46][CH2:45][O:44][CH2:43][CH2:42]4)[C:26]([OH:28])=[O:27])=[CH:20][CH:19]=3)[C:10]3[C:15]([CH:16]=2)=[CH:14][CH:13]=[CH:12][CH:11]=3)[CH:6]=[CH:5][CH:4]=[CH:3][CH:2]=1. The catalyst class is: 5.